From a dataset of Forward reaction prediction with 1.9M reactions from USPTO patents (1976-2016). Predict the product of the given reaction. (1) Given the reactants C([O:3][C:4](=[O:30])[CH2:5][CH2:6][C:7]1[N:8]([C:20]2[CH:25]=[CH:24][C:23]([C:26](=[O:28])[NH2:27])=[CH:22][C:21]=2[CH3:29])[C:9]([C:12]2[CH:17]=[CH:16][C:15]([O:18][CH3:19])=[CH:14][CH:13]=2)=[CH:10][CH:11]=1)C.O.[OH-].[Na+], predict the reaction product. The product is: [C:26]([C:23]1[CH:24]=[CH:25][C:20]([N:8]2[C:9]([C:12]3[CH:17]=[CH:16][C:15]([O:18][CH3:19])=[CH:14][CH:13]=3)=[CH:10][CH:11]=[C:7]2[CH2:6][CH2:5][C:4]([OH:30])=[O:3])=[C:21]([CH3:29])[CH:22]=1)(=[O:28])[NH2:27]. (2) Given the reactants Br[C:2]1[C:6]2[N:7]=[C:8]([C:22]3[CH:27]=[CH:26][N:25]=[CH:24][CH:23]=3)[N:9]=[C:10]([NH:11][CH2:12][C@@H:13]([NH2:21])[CH2:14][C:15]3[CH:20]=[CH:19][CH:18]=[CH:17][CH:16]=3)[C:5]=2[S:4][C:3]=1[CH3:28].[NH:29]1[C:33](B(O)O)=[CH:32][CH:31]=[N:30]1.C([O-])([O-])=O.[Na+].[Na+].C(O)(C(F)(F)F)=O, predict the reaction product. The product is: [CH3:28][C:3]1[S:4][C:5]2[C:10]([NH:11][CH2:12][C@@H:13]([NH2:21])[CH2:14][C:15]3[CH:20]=[CH:19][CH:18]=[CH:17][CH:16]=3)=[N:9][C:8]([C:22]3[CH:27]=[CH:26][N:25]=[CH:24][CH:23]=3)=[N:7][C:6]=2[C:2]=1[C:33]1[NH:29][N:30]=[CH:31][CH:32]=1. (3) Given the reactants [F:1][C:2]1[CH:7]=[C:6]([O:8][Si:9]([CH:16]([CH3:18])[CH3:17])([CH:13]([CH3:15])[CH3:14])[CH:10]([CH3:12])[CH3:11])[CH:5]=[C:4]([CH3:19])[C:3]=1[NH:20][CH3:21].[CH3:22][O:23][C:24](=[O:34])[C:25]1[CH:30]=[CH:29][C:28]([CH:31]=O)=[CH:27][C:26]=1[CH3:33].C(O[BH-](OC(=O)C)OC(=O)C)(=O)C.[Na+], predict the reaction product. The product is: [CH3:22][O:23][C:24](=[O:34])[C:25]1[CH:30]=[CH:29][C:28]([CH2:31][N:20]([C:3]2[C:4]([CH3:19])=[CH:5][C:6]([O:8][Si:9]([CH:16]([CH3:18])[CH3:17])([CH:10]([CH3:12])[CH3:11])[CH:13]([CH3:15])[CH3:14])=[CH:7][C:2]=2[F:1])[CH3:21])=[CH:27][C:26]=1[CH3:33]. (4) The product is: [CH:38]([C:34]1[CH:33]=[C:32]([C:28]2[CH:27]=[C:26]([C:24]3[CH2:23][C:22](=[O:41])[NH:21][C:9]4[CH:10]=[C:11]([C:17]([F:19])([F:20])[F:18])[C:12]([O:14][CH2:15][CH3:16])=[CH:13][C:8]=4[N:7]=3)[CH:31]=[CH:30][CH:29]=2)[CH:37]=[CH:36][N:35]=1)([CH3:39])[CH3:40]. Given the reactants C(OC(=O)[NH:7][C:8]1[CH:13]=[C:12]([O:14][CH2:15][CH3:16])[C:11]([C:17]([F:20])([F:19])[F:18])=[CH:10][C:9]=1[NH:21][C:22](=[O:41])[CH2:23][C:24]([C:26]1[CH:31]=[CH:30][CH:29]=[C:28]([C:32]2[CH:37]=[CH:36][N:35]=[C:34]([CH:38]([CH3:40])[CH3:39])[CH:33]=2)[CH:27]=1)=O)(C)(C)C.C(O)(C(F)(F)F)=O, predict the reaction product. (5) Given the reactants C(O)(=O)C.[CH2:5]([C:8]1([CH2:21][CH2:22][CH3:23])[C:20]2[CH:19]=[CH:18][CH:17]=[CH:16][C:15]=2[C:14]2[C:9]1=[CH:10][CH:11]=[CH:12][CH:13]=2)[CH2:6][CH3:7].S(=O)(=O)(O)O.[N+:29]([O-])([OH:31])=[O:30], predict the reaction product. The product is: [N+:29]([C:11]1[CH:12]=[CH:13][C:14]2[C:15]3[C:20](=[CH:19][CH:18]=[CH:17][CH:16]=3)[C:8]([CH2:5][CH2:6][CH3:7])([CH2:21][CH2:22][CH3:23])[C:9]=2[CH:10]=1)([O-:31])=[O:30]. (6) Given the reactants [NH2:1][C:2]1[CH:7]=[C:6]([C:8]([O:10]C)=[O:9])[CH:5]=[CH:4][N:3]=1.[N:12]([C:15]1[CH:24]=[CH:23][CH:22]=[CH:21][C:16]=1[C:17](OC)=[O:18])=[C:13]=[O:14].C[O-].[Na+].O, predict the reaction product. The product is: [O:14]=[C:13]1[N:1]([C:2]2[CH:7]=[C:6]([CH:5]=[CH:4][N:3]=2)[C:8]([OH:10])=[O:9])[C:17](=[O:18])[C:16]2[C:15](=[CH:24][CH:23]=[CH:22][CH:21]=2)[NH:12]1. (7) Given the reactants [CH2:1](Br)[C:2]1[CH:7]=[CH:6][CH:5]=[CH:4][CH:3]=1.C([O-])([O-])=O.[K+].[K+].C(NC(=O)[O-])C.[OH:21][C:22]1[CH:23]=[CH:24][C:25]2[CH:26]([CH3:34])[CH:27]3[CH2:31][NH:30][CH2:29][CH:28]3[C:32]=2[CH:33]=1, predict the reaction product. The product is: [CH2:1]([O:21][C:22]1[CH:23]=[CH:24][C:25]2[CH:26]([CH3:34])[CH:27]3[CH2:31][NH:30][CH2:29][CH:28]3[C:32]=2[CH:33]=1)[C:2]1[CH:7]=[CH:6][CH:5]=[CH:4][CH:3]=1. (8) Given the reactants [NH2:1][C:2]1[CH:9]=[CH:8][C:5]([C:6]#[N:7])=[CH:4][CH:3]=1.[CH3:10]I, predict the reaction product. The product is: [CH3:10][NH:1][C:2]1[CH:9]=[CH:8][C:5]([C:6]#[N:7])=[CH:4][CH:3]=1. (9) The product is: [CH2:1]([C:3]1[NH:4][C:5]2[C:10]([C:11](=[O:13])[C:12]=1[I:15])=[CH:9][C:8]([F:14])=[CH:7][CH:6]=2)[CH3:2]. Given the reactants [CH2:1]([C:3]1[NH:4][C:5]2[C:10]([C:11](=[O:13])[CH:12]=1)=[CH:9][C:8]([F:14])=[CH:7][CH:6]=2)[CH3:2].[I:15]I.C([O-])([O-])=O.[Na+].[Na+].[O-]S([O-])(=S)=O.[Na+].[Na+], predict the reaction product. (10) Given the reactants C(NC(C)C)(C)C.[C:8]([O:12][C:13](=[O:26])[NH:14][C:15]1([C:19]2[CH:24]=[CH:23][C:22](Br)=[CH:21][CH:20]=2)[CH2:18][CH2:17][CH2:16]1)([CH3:11])([CH3:10])[CH3:9].[C:27]1([C:33]#[CH:34])[CH:32]=[CH:31][CH:30]=[CH:29][CH:28]=1, predict the reaction product. The product is: [C:8]([O:12][C:13](=[O:26])[NH:14][C:15]1([C:19]2[CH:24]=[CH:23][C:22]([C:34]#[C:33][C:27]3[CH:32]=[CH:31][CH:30]=[CH:29][CH:28]=3)=[CH:21][CH:20]=2)[CH2:18][CH2:17][CH2:16]1)([CH3:11])([CH3:10])[CH3:9].